Dataset: Catalyst prediction with 721,799 reactions and 888 catalyst types from USPTO. Task: Predict which catalyst facilitates the given reaction. (1) Reactant: [CH2:1]([O:8][C:9]([N:11]1[CH2:15][CH2:14][CH:13]([NH:16]C(OC(C)(C)C)=O)[CH2:12]1)=[O:10])[C:2]1[CH:7]=[CH:6][CH:5]=[CH:4][CH:3]=1.C(O)(C(F)(F)F)=O. Product: [CH2:1]([O:8][C:9]([N:11]1[CH2:15][CH2:14][CH:13]([NH2:16])[CH2:12]1)=[O:10])[C:2]1[CH:7]=[CH:6][CH:5]=[CH:4][CH:3]=1. The catalyst class is: 4. (2) Reactant: [Cl:1][C:2]1[CH:3]=[C:4](/[CH:9]=[CH:10]/[C:11]([N:13]2[CH2:19][CH2:18][C:17](=[O:20])[NH:16][CH2:15][CH2:14]2)=[O:12])[CH:5]=[CH:6][C:7]=1[Cl:8].Br[CH2:22][C:23]([N:25]([O:27][CH3:28])[CH3:26])=[O:24].[H-].[Na+].OS([O-])(=O)=O.[K+]. Product: [Cl:1][C:2]1[CH:3]=[C:4](/[CH:9]=[CH:10]/[C:11]([N:13]2[CH2:19][CH2:18][C:17](=[O:20])[N:16]([CH2:22][C:23]([N:25]([O:27][CH3:28])[CH3:26])=[O:24])[CH2:15][CH2:14]2)=[O:12])[CH:5]=[CH:6][C:7]=1[Cl:8]. The catalyst class is: 1. (3) The catalyst class is: 10. Reactant: [NH:1]1[C:9]2[C:4](=[CH:5][CH:6]=[CH:7][CH:8]=2)[CH:3]=[CH:2]1.[H-].[Na+].Br[CH2:13][C:14]([O:16][CH2:17][CH3:18])=[O:15]. Product: [N:1]1([CH2:13][C:14]([O:16][CH2:17][CH3:18])=[O:15])[C:9]2[C:4](=[CH:5][CH:6]=[CH:7][CH:8]=2)[CH:3]=[CH:2]1. (4) Reactant: N#N.C(OC([NH:13][C@@H:14]1[CH2:19][CH2:18][C@H:17]([CH2:20]O)[CH2:16][CH2:15]1)=O)C1C=CC=CC=1.C1(P(C2C=CC=CC=2)C2C=CC=CC=2)C=CC=CC=1.N1C=CN=C1.II.[NH:48]1[CH2:52][CH2:51][CH2:50][CH2:49]1.C([O-])([O-])=O.[K+].[K+]. Product: [N:48]1([CH2:20][C@@H:17]2[CH2:16][CH2:15][C@H:14]([NH2:13])[CH2:19][CH2:18]2)[CH2:52][CH2:51][CH2:50][CH2:49]1. The catalyst class is: 2. (5) Reactant: [Cl:1][C:2]1[CH:7]=[C:6]([Cl:8])[CH:5]=[CH:4][C:3]=1[N:9]1[C:13]2=[N:14][C:15]([CH3:30])=[CH:16][C:17]([N:18]3[CH2:23][CH2:22][CH:21](O)[CH:20](C(OCC)=O)[CH2:19]3)=[C:12]2[C:11]([CH3:31])=[C:10]1[CH3:32].C(N([CH2:38][CH3:39])CC)C.CS(Cl)(=O)=[O:42].[C:45](=O)([O-])[OH:46].[Na+]. Product: [CH2:38]([O:42][C:20]1[CH2:19][N:18]([C:17]2[CH:16]=[C:15]([CH3:30])[N:14]=[C:13]3[N:9]([C:3]4[CH:4]=[CH:5][C:6]([Cl:8])=[CH:7][C:2]=4[Cl:1])[C:10]([CH3:32])=[C:11]([CH3:31])[C:12]=23)[C:23](=[C:45]=[O:46])[CH2:22][CH:21]=1)[CH3:39]. The catalyst class is: 172. (6) Reactant: [F:1][C:2]1[CH:7]=[CH:6][CH:5]=[C:4]([F:8])[C:3]=1[N:9]1[C:14]2[N:15]=[C:16]([NH:36][CH2:37][CH2:38][N:39](C)[C:40](=O)OC(C)(C)C)[N:17]=[C:18]([C:19]3[CH:24]=[C:23]([C:25]([NH:27][CH2:28][C:29]4[CH:34]=[CH:33][CH:32]=[CH:31][CH:30]=4)=[O:26])[CH:22]=[CH:21][C:20]=3[CH3:35])[C:13]=2[CH2:12][NH:11][C:10]1=[O:48].FC(F)(F)C(O)=O. Product: [NH4+:9].[OH-:26].[F:1][C:2]1[CH:7]=[CH:6][CH:5]=[C:4]([F:8])[C:3]=1[N:9]1[C:14]2[N:15]=[C:16]([NH:36][CH2:37][CH2:38][NH:39][CH3:40])[N:17]=[C:18]([C:19]3[CH:24]=[C:23]([CH:22]=[CH:21][C:20]=3[CH3:35])[C:25]([NH:27][CH2:28][C:29]3[CH:34]=[CH:33][CH:32]=[CH:31][CH:30]=3)=[O:26])[C:13]=2[CH2:12][NH:11][C:10]1=[O:48]. The catalyst class is: 2. (7) Reactant: [NH2:1][CH2:2][CH2:3][CH2:4][C@H:5]([NH:9][C:10]([O:12][C:13]([CH3:16])([CH3:15])[CH3:14])=[O:11])[C:6]([OH:8])=[O:7].[C:17]1(=O)[O:22][C:20](=[O:21])[C:19]2=[CH:23][CH:24]=[CH:25][CH:26]=[C:18]12. Product: [C:13]([O:12][C:10]([NH:9][C@@H:5]([CH2:4][CH2:3][CH2:2][N:1]1[C:20](=[O:21])[C:19]2[C:18](=[CH:26][CH:25]=[CH:24][CH:23]=2)[C:17]1=[O:22])[C:6]([OH:8])=[O:7])=[O:11])([CH3:16])([CH3:15])[CH3:14]. The catalyst class is: 3.